Task: Predict the reactants needed to synthesize the given product.. Dataset: Full USPTO retrosynthesis dataset with 1.9M reactions from patents (1976-2016) (1) Given the product [F:12][C:13]1[CH:20]=[CH:19][C:18]([F:21])=[CH:17][C:14]=1[CH2:15][N:1]1[C:5]2=[N:6][CH:7]=[CH:8][CH:9]=[C:4]2[C:3]([C:10]#[N:11])=[N:2]1, predict the reactants needed to synthesize it. The reactants are: [NH:1]1[C:5]2=[N:6][CH:7]=[CH:8][CH:9]=[C:4]2[C:3]([C:10]#[N:11])=[N:2]1.[F:12][C:13]1[CH:20]=[CH:19][C:18]([F:21])=[CH:17][C:14]=1[CH2:15]Br. (2) Given the product [N:36]([C:31]1[CH:32]=[CH:33][CH:34]=[CH:35][C:30]=1[CH2:29][O:28][C:26]([NH:25][CH2:24][C@@H:23]([S:39][S:40][CH3:41])[CH2:22][CH2:21][C@H:17]([NH:16][C:9]([O:11][C:12]([CH3:13])([CH3:14])[CH3:15])=[O:10])[C:18]([OH:20])=[O:19])=[O:27])=[N+:37]=[N-:38], predict the reactants needed to synthesize it. The reactants are: [CH3:13][C:12]([O:11][C:9](O[C:9]([O:11][C:12]([CH3:15])([CH3:14])[CH3:13])=[O:10])=[O:10])([CH3:15])[CH3:14].[NH2:16][C@@H:17]([CH2:21][CH2:22][C@H:23]([S:39][S:40][CH3:41])[CH2:24][NH:25][C:26]([O:28][CH2:29][C:30]1[CH:35]=[CH:34][CH:33]=[CH:32][C:31]=1[N:36]=[N+:37]=[N-:38])=[O:27])[C:18]([OH:20])=[O:19].C(=O)(O)[O-].[Na+].S(=O)(=O)(O)[O-].[K+]. (3) Given the product [OH:27][C:28]1[CH:29]=[C:30]([CH:34]=[CH:35][CH:36]=1)[CH2:31][CH2:32][NH:33][C:23](=[O:25])/[CH:22]=[CH:21]/[C:17]1[CH:16]=[N:15][CH:20]=[CH:19][CH:18]=1, predict the reactants needed to synthesize it. The reactants are: C(N(CC)CC)C.C(Cl)(=O)C(C)(C)C.[N:15]1[CH:20]=[CH:19][CH:18]=[C:17](/[CH:21]=[CH:22]/[C:23]([OH:25])=O)[CH:16]=1.Br.[OH:27][C:28]1[CH:29]=[C:30]([CH:34]=[CH:35][CH:36]=1)[CH2:31][CH2:32][NH2:33]. (4) Given the product [CH3:1][O:2][C:3]1[CH:4]=[C:5]([C@H:11]2[C:23]3[C:18](=[CH:19][C:20]([O:24][CH2:25][CH2:26][CH2:27][N:28]4[CH2:33][CH2:32][CH2:31][CH2:30][CH2:29]4)=[CH:21][CH:22]=3)[C@@H:14]3[CH2:15][CH2:16][CH2:17][N:13]3[CH2:12]2)[CH:6]=[CH:7][C:8]=1[O:9][CH3:10], predict the reactants needed to synthesize it. The reactants are: [CH3:1][O:2][C:3]1[CH:4]=[C:5]([C:11](=O)[CH2:12][N:13]2[CH2:17][CH2:16][CH2:15][CH:14]2[C:18]2[CH:23]=[CH:22][CH:21]=[C:20]([O:24][CH2:25][CH2:26][CH2:27][N:28]3[CH2:33][CH2:32][CH2:31][CH2:30][CH2:29]3)[CH:19]=2)[CH:6]=[CH:7][C:8]=1[O:9][CH3:10].N. (5) Given the product [C:8]([C:7]1[CH:6]=[C:5]([C:10]2[C:19]3[C:14](=[CH:15][C:16]([S:20]([NH:23][C:24]4[S:25][CH:26]=[N:27][N:28]=4)(=[O:21])=[O:22])=[CH:17][CH:18]=3)[CH:13]=[CH:12][N:11]=2)[C:4]([O:29][CH3:30])=[CH:3][C:2]=1[C:36]1[CH:35]=[CH:34][CH:33]=[C:32]([F:31])[CH:37]=1)#[N:9], predict the reactants needed to synthesize it. The reactants are: Cl[C:2]1[C:7]([C:8]#[N:9])=[CH:6][C:5]([C:10]2[C:19]3[C:14](=[CH:15][C:16]([S:20]([NH:23][C:24]4[S:25][CH:26]=[N:27][N:28]=4)(=[O:22])=[O:21])=[CH:17][CH:18]=3)[CH:13]=[CH:12][N:11]=2)=[C:4]([O:29][CH3:30])[CH:3]=1.[F:31][C:32]1[CH:33]=[C:34](B(O)O)[CH:35]=[CH:36][CH:37]=1.C1(P(C2CCCCC2)C2C=CC=CC=2C2C(OC)=CC=CC=2OC)CCCCC1.P([O-])([O-])([O-])=O.[K+].[K+].[K+]. (6) Given the product [CH3:1][O:2][C:3]([C:5]1[CH2:6][N:7]([C:30]([O:32][C:33]([CH3:36])([CH3:35])[CH3:34])=[O:31])[CH2:8][C:9]([CH3:10])([CH3:11])[C:12]=1[C:13]1[CH:18]=[CH:17][C:16]([CH2:19][CH2:20][CH2:21][O:22][Si:23]([C:26]([CH3:28])([CH3:29])[CH3:27])([CH3:24])[CH3:25])=[CH:15][CH:14]=1)=[O:4], predict the reactants needed to synthesize it. The reactants are: [CH3:1][O:2][C:3]([C:5]1[CH2:6][N:7]([C:30]([O:32][C:33]([CH3:36])([CH3:35])[CH3:34])=[O:31])[CH2:8][C:9]2([C:12]=1[C:13]1[CH:18]=[CH:17][C:16]([CH2:19][CH2:20][CH2:21][O:22][Si:23]([C:26]([CH3:29])([CH3:28])[CH3:27])([CH3:25])[CH3:24])=[CH:15][CH:14]=1)[CH2:11][CH2:10]2)=[O:4].COC(C1CN(C(OC(C)(C)C)=O)CC(C)(C)C=1OS(C(F)(F)F)(=O)=O)=O. (7) Given the product [F:1][C:2]1[CH:3]=[C:4]2[C:9](=[C:10]([CH3:12])[CH:11]=1)[N:8]=[CH:7][C:6]([CH:13]([NH2:15])[CH3:14])=[C:5]2[C:22]1[CH:27]=[CH:26][CH:25]=[CH:24][N:23]=1, predict the reactants needed to synthesize it. The reactants are: [F:1][C:2]1[CH:3]=[C:4]2[C:9](=[C:10]([CH3:12])[CH:11]=1)[N:8]=[CH:7][C:6]([CH:13]([NH:15]S(C(C)(C)C)=O)[CH3:14])=[C:5]2[C:22]1[CH:27]=[CH:26][CH:25]=[CH:24][N:23]=1.Cl.C([O-])(O)=O.[Na+]. (8) Given the product [CH2:7]([NH:2][CH:20]([OH:24])[CH3:21])[C:6]1[CH:5]=[CH:4][CH:3]=[CH:8][CH:9]=1, predict the reactants needed to synthesize it. The reactants are: Cl.[NH:2]1[CH2:7][CH2:6][CH2:5][CH2:4][CH:3]1[CH2:8][CH2:9]CC(O)=O.C([O-])([O-])=O.[K+].[K+].[C:20]([O:24]C(OC(OC(C)(C)C)=O)=O)(C)(C)[CH3:21]. (9) Given the product [F:1][C:2]1[CH:3]=[C:4]([CH:9]2[N:10]([CH2:20][C:21]([OH:23])=[O:22])[C:11](=[O:25])[C:12]([CH3:16])([CH3:15])[CH2:13][CH2:14]2)[CH:5]=[CH:6][C:7]=1[F:8], predict the reactants needed to synthesize it. The reactants are: [F:1][C:2]1[CH:3]=[C:4]([CH:9]2[CH2:14][CH2:13][C:12]([CH3:16])([CH3:15])[CH2:11][NH:10]2)[CH:5]=[CH:6][C:7]=1[F:8].[H-].[Na+].Br[CH2:20][C:21]([O:23]C)=[O:22].[OH-:25].[Na+].Cl. (10) Given the product [Cl:1][C:2]1[N:6]2[CH:7]=[C:8]([C:15]3[CH:19]=[CH:18][O:17][CH:16]=3)[CH:9]=[C:10]([C:11]([F:12])([F:13])[F:14])[C:5]2=[N:4][C:3]=1[C:20]([N:22]1[CH2:26][CH2:25][CH:24]([C:27]2[N:28]=[CH:31][O:30][N:29]=2)[CH2:23]1)=[O:21], predict the reactants needed to synthesize it. The reactants are: [Cl:1][C:2]1[N:6]2[CH:7]=[C:8]([C:15]3[CH:19]=[CH:18][O:17][CH:16]=3)[CH:9]=[C:10]([C:11]([F:14])([F:13])[F:12])[C:5]2=[N:4][C:3]=1[C:20]([N:22]1[CH2:26][CH2:25][CH:24]([C:27]([NH:29][OH:30])=[NH:28])[CH2:23]1)=[O:21].[CH:31](OC)(OC)OC.